Dataset: Full USPTO retrosynthesis dataset with 1.9M reactions from patents (1976-2016). Task: Predict the reactants needed to synthesize the given product. (1) Given the product [I:22][C:2]1[N:7]=[CH:6][C:5]([NH:8][C:9](=[O:20])[C:10]2[CH:15]=[C:14]([N+:16]([O-:18])=[O:17])[CH:13]=[CH:12][C:11]=2[CH3:19])=[CH:4][N:3]=1, predict the reactants needed to synthesize it. The reactants are: N[C:2]1[N:7]=[CH:6][C:5]([NH:8][C:9](=[O:20])[C:10]2[CH:15]=[C:14]([N+:16]([O-:18])=[O:17])[CH:13]=[CH:12][C:11]=2[CH3:19])=[CH:4][N:3]=1.C(I)[I:22].CCOC(C)=O. (2) The reactants are: ClC1C(NC2C=C(OC)NN=2)=NC([NH:8][C@H:9]([C:11]2[N:16]=[CH:15][C:14]([F:17])=[CH:13][N:12]=2)[CH3:10])=NC=1.Cl[C:27]1[N:32]=[C:31]([NH:33][C:34]2[CH:38]=[C:37]([O:39][CH3:40])[NH:36][N:35]=2)[C:30]([F:41])=[C:29]([N:42]2[CH2:47][CH2:46][O:45][CH2:44][CH2:43]2)[N:28]=1.CCN(C(C)C)C(C)C. Given the product [F:41][C:30]1[C:31]([NH:33][C:34]2[CH:38]=[C:37]([O:39][CH3:40])[NH:36][N:35]=2)=[N:32][C:27]([NH:8][C@H:9]([C:11]2[N:16]=[CH:15][C:14]([F:17])=[CH:13][N:12]=2)[CH3:10])=[N:28][C:29]=1[N:42]1[CH2:47][CH2:46][O:45][CH2:44][CH2:43]1, predict the reactants needed to synthesize it. (3) Given the product [CH3:24][O:25][C:26](=[O:40])[C:27]1[CH:32]=[CH:31][C:30]([CH2:33][O:12][C:5]2[CH:6]=[C:7]([CH3:11])[C:8]([CH3:10])=[CH:9][C:4]=2[N+:1]([O-:3])=[O:2])=[C:29]([CH3:39])[CH:28]=1, predict the reactants needed to synthesize it. The reactants are: [N+:1]([C:4]1[CH:9]=[C:8]([CH3:10])[C:7]([CH3:11])=[CH:6][C:5]=1[OH:12])([O-:3])=[O:2].CN(C=O)C.C(=O)([O-])[O-].[K+].[K+].[CH3:24][O:25][C:26](=[O:40])[C:27]1[CH:32]=[CH:31][C:30]([CH2:33]OS(C)(=O)=O)=[C:29]([CH3:39])[CH:28]=1. (4) Given the product [CH3:22][C:17]1([CH3:23])[C:18]([CH3:21])([CH3:20])[O:19][B:15]([C:2]2[CH:7]=[CH:6][C:5]([N:8]3[CH2:13][CH2:12][O:11][CH2:10][C:9]3=[O:14])=[CH:4][CH:3]=2)[O:16]1, predict the reactants needed to synthesize it. The reactants are: Br[C:2]1[CH:7]=[CH:6][C:5]([N:8]2[CH2:13][CH2:12][O:11][CH2:10][C:9]2=[O:14])=[CH:4][CH:3]=1.[B:15]1([B:15]2[O:19][C:18]([CH3:21])([CH3:20])[C:17]([CH3:23])([CH3:22])[O:16]2)[O:19][C:18]([CH3:21])([CH3:20])[C:17]([CH3:23])([CH3:22])[O:16]1.C([O-])(=O)C.[K+].